The task is: Predict the reaction yield, written as a fraction of the theoretical maximum amount of product (1.0 means a 100% yield; for example, 0.34 means a 34% yield).. This data is from Reaction yield outcomes from USPTO patents with 853,638 reactions. (1) The reactants are [CH3:1][C:2]1[CH:3]=[C:4]([OH:23])[CH:5]=[C:6]([CH3:22])[C:7]=1[CH2:8][C:9]1[CH:14]=[CH:13][C:12]([O:15]COC)=[C:11]([CH:19]([CH3:21])[CH3:20])[CH:10]=1.Cl. The catalyst is CO.O. The product is [CH3:22][C:6]1[CH:5]=[C:4]([OH:23])[CH:3]=[C:2]([CH3:1])[C:7]=1[CH2:8][C:9]1[CH:14]=[CH:13][C:12]([OH:15])=[C:11]([CH:19]([CH3:20])[CH3:21])[CH:10]=1. The yield is 0.890. (2) The reactants are [Cl:1][C:2]1[CH:3]=[C:4]([CH:12]=[C:13]([Cl:15])[CH:14]=1)[CH2:5][N:6]1[CH:10]=[CH:9][N:8]=[C:7]1[NH2:11].[CH3:16][C:17]([O:20][C:21](O[C:21]([O:20][C:17]([CH3:19])([CH3:18])[CH3:16])=[O:22])=[O:22])([CH3:19])[CH3:18]. The catalyst is C1COCC1. The product is [C:17]([O:20][C:21](=[O:22])[NH:11][C:7]1[N:6]([CH2:5][C:4]2[CH:3]=[C:2]([Cl:1])[CH:14]=[C:13]([Cl:15])[CH:12]=2)[CH:10]=[CH:9][N:8]=1)([CH3:19])([CH3:18])[CH3:16]. The yield is 0.710. (3) The reactants are [CH3:1][N:2]1[C:6]2[CH:7]=[CH:8][CH:9]=[CH:10][C:5]=2[NH:4][C:3]1=[O:11].Br[CH2:13][CH2:14][CH2:15][Cl:16].C(=O)([O-])[O-].[K+].[K+]. The catalyst is CN(C)C=O.C(OCC)(=O)C. The product is [Cl:16][CH2:15][CH2:14][CH2:13][N:4]1[C:5]2[CH:10]=[CH:9][CH:8]=[CH:7][C:6]=2[N:2]([CH3:1])[C:3]1=[O:11]. The yield is 0.850. (4) The reactants are [F:1][C:2]1[CH:3]=[C:4]([C:13]2[CH:22]=[CH:21][C:20]3[C:15](=[CH:16][CH:17]=[C:18]([O:23]C)[CH:19]=3)[C:14]=2[O:25][C:26]2[CH:40]=[CH:39][C:29]([O:30][CH2:31][CH2:32][N:33]3[CH2:38][CH2:37][CH2:36][CH2:35][CH2:34]3)=[CH:28][CH:27]=2)[CH:5]=[C:6]([F:12])[C:7]=1[S:8]([CH3:11])(=[O:10])=[O:9].[ClH:41].B(Br)(Br)Br. The catalyst is C(OC(=O)C)C.C(OCC)C. The product is [ClH:41].[F:1][C:2]1[CH:3]=[C:4]([C:13]2[C:14]([O:25][C:26]3[CH:27]=[CH:28][C:29]([O:30][CH2:31][CH2:32][N:33]4[CH2:34][CH2:35][CH2:36][CH2:37][CH2:38]4)=[CH:39][CH:40]=3)=[C:15]3[C:20](=[CH:21][CH:22]=2)[CH:19]=[C:18]([OH:23])[CH:17]=[CH:16]3)[CH:5]=[C:6]([F:12])[C:7]=1[S:8]([CH3:11])(=[O:10])=[O:9]. The yield is 0.200. (5) The reactants are Br[C:2]1[C:3]([CH3:22])=[C:4]([CH3:21])[C:5]2[O:9][CH2:8][CH:7]([C:10]3[CH:15]=[CH:14][C:13]([CH:16]([CH3:18])[CH3:17])=[CH:12][CH:11]=3)[C:6]=2[C:19]=1[CH3:20].[CH2:23]([NH2:30])[C:24]1[CH:29]=[CH:28][CH:27]=[CH:26][CH:25]=1.CC(C)([O-])C.[Na+].O. The catalyst is C1(C)C=CC=CC=1.C([O-])(=O)C.[Pd+2].C([O-])(=O)C.C1C=CC(P(C2C(C3C(P(C4C=CC=CC=4)C4C=CC=CC=4)=CC=C4C=3C=CC=C4)=C3C(C=CC=C3)=CC=2)C2C=CC=CC=2)=CC=1. The product is [CH2:23]([NH:30][C:2]1[C:3]([CH3:22])=[C:4]([CH3:21])[C:5]2[O:9][CH2:8][CH:7]([C:10]3[CH:15]=[CH:14][C:13]([CH:16]([CH3:18])[CH3:17])=[CH:12][CH:11]=3)[C:6]=2[C:19]=1[CH3:20])[C:24]1[CH:29]=[CH:28][CH:27]=[CH:26][CH:25]=1. The yield is 0.910. (6) The reactants are [CH2:1]1[CH:6]2[CH2:7][CH:8]3[C:10](=[O:11])[CH:4]([CH2:5]2)[CH2:3][CH:2]1[CH2:9]3.[CH3:12][Li].[NH4+].[Cl-]. The catalyst is CCOCC. The product is [CH3:12][C:10]1([OH:11])[CH:4]2[CH2:5][CH:6]3[CH2:1][CH:2]([CH2:3]2)[CH2:9][CH:8]1[CH2:7]3. The yield is 0.950.